This data is from Catalyst prediction with 721,799 reactions and 888 catalyst types from USPTO. The task is: Predict which catalyst facilitates the given reaction. (1) Reactant: [Br:1][C:2]1[CH:15]=[CH:14][C:13]2[N:12]([S:16]([C:19]3[CH:24]=[CH:23][C:22]([O:25]C)=[CH:21][CH:20]=3)(=[O:18])=[O:17])[CH:11]([CH2:27][CH3:28])[C:10]3[C:5](=[CH:6][CH:7]=[CH:8][CH:9]=3)[C:4]=2[CH:3]=1.C1CCCCC=1.B(Br)(Br)Br. Product: [Br:1][C:2]1[CH:15]=[CH:14][C:13]2[N:12]([S:16]([C:19]3[CH:20]=[CH:21][C:22]([OH:25])=[CH:23][CH:24]=3)(=[O:18])=[O:17])[CH:11]([CH2:27][CH3:28])[C:10]3[C:5](=[CH:6][CH:7]=[CH:8][CH:9]=3)[C:4]=2[CH:3]=1. The catalyst class is: 4. (2) Reactant: [C:1]1([C:20]2[CH:25]=[CH:24][CH:23]=[CH:22][CH:21]=2)[CH:6]=[CH:5][CH:4]=[CH:3][C:2]=1[NH:7][C:8]1[CH:13]=[CH:12][C:11]([C:14]2[CH:19]=[CH:18][CH:17]=[CH:16][CH:15]=2)=[CH:10][CH:9]=1.[Cl:26][C:27]1[CH:32]=[CH:31][C:30](I)=[CH:29][CH:28]=1.C(P(C(C)(C)C)C(C)(C)C)(C)(C)C.CC(C)([O-])C.[Na+]. Product: [C:1]1([C:20]2[CH:25]=[CH:24][CH:23]=[CH:22][CH:21]=2)[CH:6]=[CH:5][CH:4]=[CH:3][C:2]=1[N:7]([C:8]1[CH:13]=[CH:12][C:11]([C:14]2[CH:19]=[CH:18][CH:17]=[CH:16][CH:15]=2)=[CH:10][CH:9]=1)[C:30]1[CH:31]=[CH:32][C:27]([Cl:26])=[CH:28][CH:29]=1. The catalyst class is: 164.